From a dataset of Reaction yield outcomes from USPTO patents with 853,638 reactions. Predict the reaction yield, written as a fraction of the theoretical maximum amount of product (1.0 means a 100% yield; for example, 0.34 means a 34% yield). (1) The reactants are [ClH:1].[NH:2]1[C:6]2[CH:7]=[CH:8][CH:9]=[CH:10][C:5]=2[N:4]=[N:3]1.[N:11]#[C:12][NH2:13]. The catalyst is CCOCC. The product is [ClH:1].[N:2]1([C:12](=[NH:11])[NH2:13])[C:6]2[CH:7]=[CH:8][CH:9]=[CH:10][C:5]=2[N:4]=[N:3]1. The yield is 0.710. (2) The reactants are C(OC([NH:8][C@H:9]([C:35]([O:37][CH3:38])=[O:36])[CH2:10][C:11]1[CH:16]=[CH:15][C:14]([CH2:17][CH2:18][CH2:19][C:20]2[CH:25]=[CH:24][CH:23]=[C:22]([N:26](C(OC(C)(C)C)=O)[CH3:27])[N:21]=2)=[CH:13][N:12]=1)=O)(C)(C)C.[ClH:39]. The catalyst is CO.O1CCOCC1. The product is [ClH:39].[ClH:39].[ClH:39].[CH3:27][NH:26][C:22]1[N:21]=[C:20]([CH2:19][CH2:18][CH2:17][C:14]2[CH:15]=[CH:16][C:11]([CH2:10][C@@H:9]([C:35]([O:37][CH3:38])=[O:36])[NH2:8])=[N:12][CH:13]=2)[CH:25]=[CH:24][CH:23]=1. The yield is 0.820. (3) The reactants are I[C:2]1[C:10]2[C:5](=[N:6][CH:7]=[CH:8][CH:9]=2)[N:4]([Si:11]([CH:18]([CH3:20])[CH3:19])([CH:15]([CH3:17])[CH3:16])[CH:12]([CH3:14])[CH3:13])[CH:3]=1.C([Mg]Cl)(C)C.[C:26]([O:30][C:31](=[O:48])[N:32]([C:40]1[S:41][C:42]([CH:46]=[O:47])=[C:43]([Cl:45])[N:44]=1)[CH2:33][C:34]1[CH:39]=[CH:38][N:37]=[CH:36][CH:35]=1)([CH3:29])([CH3:28])[CH3:27]. The catalyst is O1CCCC1. The product is [C:26]([O:30][C:31](=[O:48])[N:32]([C:40]1[S:41][C:42]([CH:46]([OH:47])[C:2]2[C:10]3[C:5](=[N:6][CH:7]=[CH:8][CH:9]=3)[N:4]([Si:11]([CH:18]([CH3:20])[CH3:19])([CH:15]([CH3:17])[CH3:16])[CH:12]([CH3:14])[CH3:13])[CH:3]=2)=[C:43]([Cl:45])[N:44]=1)[CH2:33][C:34]1[CH:35]=[CH:36][N:37]=[CH:38][CH:39]=1)([CH3:29])([CH3:27])[CH3:28]. The yield is 0.860. (4) The reactants are [NH2:1][CH2:2][CH2:3][NH:4][C@@H:5]([C@@H:13]([CH3:16])[CH2:14][CH3:15])[C:6]([O:8][C:9]([CH3:12])([CH3:11])[CH3:10])=[O:7].[CH3:17][C:18]1[N:23]=[C:22]([CH:24]=O)[CH:21]=[CH:20][CH:19]=1.S([O-])([O-])(=O)=O.[Mg+2].[BH4-].[Na+].C1C(=O)N(OC(ON2C(=O)CCC2=O)=O)[C:36](=[O:37])C1.C(N(CC)CC)C. The catalyst is ClCCl.CO.ClCCCl. The product is [CH3:16][C@@H:13]([CH2:14][CH3:15])[C@H:5]([N:4]1[CH2:3][CH2:2][N:1]([CH2:24][C:22]2[CH:21]=[CH:20][CH:19]=[C:18]([CH3:17])[N:23]=2)[C:36]1=[O:37])[C:6]([O:8][C:9]([CH3:10])([CH3:11])[CH3:12])=[O:7]. The yield is 0.630. (5) The reactants are Cl.[O:2]1[CH2:6][CH2:5][CH2:4][CH:3]1[CH2:7][N:8]1[CH2:13][CH2:12][N:11]([CH2:14][C:15]([OH:17])=O)[CH2:10][CH2:9]1.[NH2:18][C@@H:19]([CH2:37][O:38][CH2:39][C:40]1[CH:45]=[CH:44][CH:43]=[CH:42][CH:41]=1)[C:20]([NH:22][C:23]1[CH:28]=[CH:27][C:26]([O:29][C:30]2[CH:35]=[CH:34][C:33]([F:36])=[CH:32][CH:31]=2)=[CH:25][CH:24]=1)=[O:21]. No catalyst specified. The product is [CH2:39]([O:38][CH2:37][C@H:19]([NH:18][C:15](=[O:17])[CH2:14][N:11]1[CH2:10][CH2:9][N:8]([CH2:7][CH:3]2[CH2:4][CH2:5][CH2:6][O:2]2)[CH2:13][CH2:12]1)[C:20]([NH:22][C:23]1[CH:28]=[CH:27][C:26]([O:29][C:30]2[CH:35]=[CH:34][C:33]([F:36])=[CH:32][CH:31]=2)=[CH:25][CH:24]=1)=[O:21])[C:40]1[CH:45]=[CH:44][CH:43]=[CH:42][CH:41]=1. The yield is 0.489. (6) The reactants are [N+:1]([C:4]1[CH:10]=[C:9]([C:11]([CH3:14])([CH3:13])[CH3:12])[CH:8]=[CH:7][C:5]=1[NH2:6])([O-:3])=[O:2].CC(O)=O.[CH2:19]([CH2:23][C:24](=O)[CH3:25])[C:20]([CH3:22])=O. The catalyst is C1CCCCC1.C(Cl)Cl. The product is [C:11]([C:9]1[CH:8]=[CH:7][C:5]([N:6]2[C:24]([CH3:25])=[CH:23][CH:19]=[C:20]2[CH3:22])=[C:4]([N+:1]([O-:3])=[O:2])[CH:10]=1)([CH3:14])([CH3:13])[CH3:12]. The yield is 0.490.